Dataset: Forward reaction prediction with 1.9M reactions from USPTO patents (1976-2016). Task: Predict the product of the given reaction. Given the reactants [CH2:1]([O:3][C:4]([C@@H:6]1[CH2:10][C@H:9](OS(C)(=O)=O)[CH2:8][C@H:7]1[C:16]([N:18]1[CH2:22][CH2:21][C:20]([F:24])([F:23])[CH2:19]1)=[O:17])=[O:5])[CH3:2].[Br:25][C:26]1[CH:27]=[C:28]([SH:32])[CH:29]=[CH:30][CH:31]=1, predict the reaction product. The product is: [CH2:1]([O:3][C:4]([C@@H:6]1[CH2:10][C@@H:9]([S:32][C:28]2[CH:29]=[CH:30][CH:31]=[C:26]([Br:25])[CH:27]=2)[CH2:8][C@H:7]1[C:16]([N:18]1[CH2:22][CH2:21][C:20]([F:23])([F:24])[CH2:19]1)=[O:17])=[O:5])[CH3:2].